Task: Predict the reactants needed to synthesize the given product.. Dataset: Full USPTO retrosynthesis dataset with 1.9M reactions from patents (1976-2016) (1) Given the product [C:45]([N:18]([C:15]1[CH:14]=[CH:13][C:12]([Cl:11])=[CH:17][CH:16]=1)[C@H:19]1[C:28]2[C:23](=[CH:24][CH:25]=[CH:26][CH:27]=2)[N:22]([C:29]([C:31]2[CH:43]=[CH:42][C:34]([O:35][CH2:36][CH2:37][CH2:38][C:39]([OH:41])=[O:40])=[CH:33][CH:32]=2)=[O:30])[C@@H:21]([CH3:44])[CH2:20]1)(=[O:48])[CH3:46], predict the reactants needed to synthesize it. The reactants are: FC1C=CC(C(Cl)=O)=CC=1.[Cl:11][C:12]1[CH:17]=[CH:16][C:15]([N:18]([C:45](=[O:48])[CH2:46]C)[CH:19]2[C:28]3[C:23](=[CH:24][CH:25]=[CH:26][CH:27]=3)[N:22]([C:29]([C:31]3[CH:43]=[CH:42][C:34]([O:35][CH2:36][CH2:37][CH2:38][C:39]([OH:41])=[O:40])=[CH:33][CH:32]=3)=[O:30])[CH:21]([CH3:44])[CH2:20]2)=[CH:14][CH:13]=1. (2) Given the product [Br:1][C:2]1[N:10]([CH2:11][C:12]2[CH:13]=[CH:14][C:15]([Cl:18])=[CH:16][CH:17]=2)[C:9]2[C:8](=[O:19])[N:7]([CH2:29][CH2:30][CH2:31][O:32][Si:33]([C:36]([CH3:37])([CH3:39])[CH3:38])([CH3:34])[CH3:35])[C:6](=[O:20])[N:5]([CH3:21])[C:4]=2[N:3]=1, predict the reactants needed to synthesize it. The reactants are: [Br:1][C:2]1[N:10]([CH2:11][C:12]2[CH:17]=[CH:16][C:15]([Cl:18])=[CH:14][CH:13]=2)[C:9]2[C:8](=[O:19])[NH:7][C:6](=[O:20])[N:5]([CH3:21])[C:4]=2[N:3]=1.C(=O)([O-])[O-].[K+].[K+].Br[CH2:29][CH2:30][CH2:31][O:32][Si:33]([C:36]([CH3:39])([CH3:38])[CH3:37])([CH3:35])[CH3:34]. (3) Given the product [CH2:18]([O:25][C:6]1[CH:7]=[C:2]([Cl:1])[N:3]=[C:4]([Cl:11])[CH:5]=1)[C:19]1[CH:24]=[CH:23][CH:22]=[CH:21][CH:20]=1, predict the reactants needed to synthesize it. The reactants are: [Cl:1][C:2]1[CH:7]=[C:6]([N+]([O-])=O)[CH:5]=[C:4]([Cl:11])[N:3]=1.C(=O)([O-])[O-].[K+].[K+].[CH2:18]([OH:25])[C:19]1[CH:24]=[CH:23][CH:22]=[CH:21][CH:20]=1. (4) Given the product [Cl:35][CH2:12][CH:10]([S:11][C:15]([C:16]1[CH:21]=[CH:20][CH:19]=[CH:18][CH:17]=1)([C:28]1[CH:29]=[CH:30][CH:31]=[CH:32][CH:33]=1)[C:22]1[CH:23]=[CH:24][CH:25]=[CH:26][CH:27]=1)[CH2:9][O:8][CH2:7][C:6]1[CH:5]=[CH:4][C:3]([O:2][CH3:1])=[CH:14][CH:13]=1, predict the reactants needed to synthesize it. The reactants are: [CH3:1][O:2][C:3]1[CH:14]=[CH:13][C:6]([CH2:7][O:8][CH2:9][CH:10]2[CH2:12][S:11]2)=[CH:5][CH:4]=1.[C:15](Cl)([C:28]1[CH:33]=[CH:32][CH:31]=[CH:30][CH:29]=1)([C:22]1[CH:27]=[CH:26][CH:25]=[CH:24][CH:23]=1)[C:16]1[CH:21]=[CH:20][CH:19]=[CH:18][CH:17]=1.[Cl:35]CCl. (5) Given the product [CH2:1]([NH:3][S:4]([C:7]1[CH:8]=[N:9][N:10]2[C:15]([NH:16][C:17]3[CH:22]=[CH:21][C:20]([F:23])=[CH:19][C:18]=3[CH3:24])=[C:14]([C:25]([N:41]3[CH2:42][CH2:43][CH:38]([C:35]4[CH:34]=[CH:33][C:32]([F:31])=[CH:37][CH:36]=4)[CH2:39][CH2:40]3)=[O:26])[CH:13]=[N:12][C:11]=12)(=[O:5])=[O:6])[CH3:2], predict the reactants needed to synthesize it. The reactants are: [CH2:1]([NH:3][S:4]([C:7]1[CH:8]=[N:9][N:10]2[C:15]([NH:16][C:17]3[CH:22]=[CH:21][C:20]([F:23])=[CH:19][C:18]=3[CH3:24])=[C:14]([C:25](OCC)=[O:26])[CH:13]=[N:12][C:11]=12)(=[O:6])=[O:5])[CH3:2].Cl.[F:31][C:32]1[CH:37]=[CH:36][C:35]([CH:38]2[CH2:43][CH2:42][NH:41][CH2:40][CH2:39]2)=[CH:34][CH:33]=1.